From a dataset of NCI-60 drug combinations with 297,098 pairs across 59 cell lines. Regression. Given two drug SMILES strings and cell line genomic features, predict the synergy score measuring deviation from expected non-interaction effect. (1) Drug 1: C1C(C(OC1N2C=NC3=C(N=C(N=C32)Cl)N)CO)O. Drug 2: CN1C2=C(C=C(C=C2)N(CCCl)CCCl)N=C1CCCC(=O)O.Cl. Cell line: UACC-257. Synergy scores: CSS=14.1, Synergy_ZIP=-0.224, Synergy_Bliss=3.07, Synergy_Loewe=-10.2, Synergy_HSA=1.61. (2) Drug 2: C(CN)CNCCSP(=O)(O)O. Cell line: NCIH23. Drug 1: C1=C(C(=O)NC(=O)N1)N(CCCl)CCCl. Synergy scores: CSS=39.8, Synergy_ZIP=-1.42, Synergy_Bliss=-0.602, Synergy_Loewe=-27.4, Synergy_HSA=0.422. (3) Drug 1: CC1C(C(CC(O1)OC2CC(CC3=C2C(=C4C(=C3O)C(=O)C5=C(C4=O)C(=CC=C5)OC)O)(C(=O)C)O)N)O.Cl. Drug 2: CC(C)(C#N)C1=CC(=CC(=C1)CN2C=NC=N2)C(C)(C)C#N. Cell line: SNB-19. Synergy scores: CSS=12.8, Synergy_ZIP=-7.73, Synergy_Bliss=-6.44, Synergy_Loewe=-14.5, Synergy_HSA=-6.07. (4) Drug 1: C1CN1C2=NC(=NC(=N2)N3CC3)N4CC4. Drug 2: CC1C(C(CC(O1)OC2CC(CC3=C2C(=C4C(=C3O)C(=O)C5=C(C4=O)C(=CC=C5)OC)O)(C(=O)CO)O)N)O.Cl. Cell line: A498. Synergy scores: CSS=49.0, Synergy_ZIP=-5.71, Synergy_Bliss=-1.42, Synergy_Loewe=2.03, Synergy_HSA=2.62. (5) Drug 1: CS(=O)(=O)C1=CC(=C(C=C1)C(=O)NC2=CC(=C(C=C2)Cl)C3=CC=CC=N3)Cl. Drug 2: CN(C(=O)NC(C=O)C(C(C(CO)O)O)O)N=O. Cell line: UACC62. Synergy scores: CSS=1.99, Synergy_ZIP=-3.17, Synergy_Bliss=-6.57, Synergy_Loewe=-7.33, Synergy_HSA=-6.99.